This data is from Forward reaction prediction with 1.9M reactions from USPTO patents (1976-2016). The task is: Predict the product of the given reaction. Given the reactants [N+:1]([C:4]1[CH:11]=[CH:10][C:7]([CH2:8]Br)=[CH:6][CH:5]=1)([O-:3])=[O:2].[CH3:12][NH2:13], predict the reaction product. The product is: [CH3:12][NH:13][CH2:8][C:7]1[CH:10]=[CH:11][C:4]([N+:1]([O-:3])=[O:2])=[CH:5][CH:6]=1.